Dataset: Catalyst prediction with 721,799 reactions and 888 catalyst types from USPTO. Task: Predict which catalyst facilitates the given reaction. (1) Product: [CH:16]1[C:17]2[CH:18]([O:20][C:21](=[O:28])[N:22]([CH3:27])[CH2:23][CH2:24][CH:25]=[O:26])[C:19]3[C:11](=[CH:10][CH:9]=[CH:8][CH:7]=3)[C:12]=2[CH:13]=[CH:14][CH:15]=1. The catalyst class is: 2. Reactant: C(Cl)(=O)C(Cl)=O.[CH:7]1[C:19]2[CH:18]([O:20][C:21](=[O:28])[N:22]([CH3:27])[CH2:23][CH2:24][CH2:25][OH:26])[C:17]3[C:12](=[CH:13][CH:14]=[CH:15][CH:16]=3)[C:11]=2[CH:10]=[CH:9][CH:8]=1.CCN(C(C)C)C(C)C. (2) Reactant: Cl[C:2]1[C:11]2[C:6](=[CH:7][C:8]([Cl:12])=[CH:9][CH:10]=2)[CH:5]=[N:4][N:3]=1.C([Sn](CCCC)(CCCC)[C:18]([O:20][CH2:21][CH3:22])=[CH2:19])CCC. Product: [Cl:12][C:8]1[CH:7]=[C:6]2[C:11](=[CH:10][CH:9]=1)[C:2]([C:18]([O:20][CH2:21][CH3:22])=[CH2:19])=[N:3][N:4]=[CH:5]2. The catalyst class is: 122. (3) Reactant: [F:1][C:2]1[CH:17]=[CH:16][CH:15]=[C:14]([F:18])[C:3]=1[CH2:4][O:5][C:6]1[C:7]([NH2:13])=[N:8][CH:9]=[C:10]([CH3:12])[N:11]=1.Cl[CH:20]([C:26]([CH3:28])=O)[C:21]([O:23][CH2:24][CH3:25])=[O:22]. Product: [F:18][C:14]1[CH:15]=[CH:16][CH:17]=[C:2]([F:1])[C:3]=1[CH2:4][O:5][C:6]1[C:7]2[N:8]([C:20]([C:21]([O:23][CH2:24][CH3:25])=[O:22])=[C:26]([CH3:28])[N:13]=2)[CH:9]=[C:10]([CH3:12])[N:11]=1. The catalyst class is: 8. (4) Reactant: COCCOC.Cl[C:8]1[S:12][N:11]=[C:10]([S:13][CH3:14])[N:9]=1.[Cl:15][C:16]1[CH:17]=[C:18](B(O)O)[CH:19]=[CH:20][CH:21]=1.C(=O)([O-])[O-].[Na+].[Na+]. Product: [CH3:14][S:13][C:10]1[N:9]=[C:8]([C:21]2[CH:20]=[CH:19][CH:18]=[CH:17][C:16]=2[Cl:15])[S:12][N:11]=1. The catalyst class is: 6. (5) Reactant: C([Si](C)(C)[O:6][CH:7]([C:37]([CH3:40])([CH3:39])[CH3:38])[CH2:8][CH2:9][C:10]1[CH:15]=[CH:14][C:13]([C:16]([C:21]2[CH:26]=[CH:25][C:24]([O:27][S:28]([C:31]([F:34])([F:33])[F:32])(=[O:30])=[O:29])=[C:23]([CH3:35])[CH:22]=2)([CH2:19][CH3:20])[CH2:17][CH3:18])=[CH:12][C:11]=1[CH3:36])(C)(C)C. Product: [CH2:17]([C:16]([C:21]1[CH:26]=[CH:25][C:24]([O:27][S:28]([C:31]([F:32])([F:34])[F:33])(=[O:30])=[O:29])=[C:23]([CH3:35])[CH:22]=1)([C:13]1[CH:14]=[CH:15][C:10]([CH2:9][CH2:8][CH:7]([OH:6])[C:37]([CH3:39])([CH3:40])[CH3:38])=[C:11]([CH3:36])[CH:12]=1)[CH2:19][CH3:20])[CH3:18]. The catalyst class is: 281.